Dataset: Forward reaction prediction with 1.9M reactions from USPTO patents (1976-2016). Task: Predict the product of the given reaction. (1) Given the reactants [Cl:1][C:2]1[CH:3]=[CH:4][C:5]([C:33]([F:36])([F:35])[F:34])=[C:6]([C:8]2[CH:13]=[CH:12][N:11]([CH:14]([CH2:28][CH:29]3[CH2:31][CH2:30]3)[C:15]([NH:17][C:18]3[CH:27]=[CH:26][C:21]([C:22]([O:24]C)=[O:23])=[CH:20][CH:19]=3)=[O:16])[C:10](=[O:32])[CH:9]=2)[CH:7]=1.[OH-].[Li+], predict the reaction product. The product is: [Cl:1][C:2]1[CH:3]=[CH:4][C:5]([C:33]([F:36])([F:34])[F:35])=[C:6]([C:8]2[CH:13]=[CH:12][N:11]([CH:14]([CH2:28][CH:29]3[CH2:31][CH2:30]3)[C:15]([NH:17][C:18]3[CH:27]=[CH:26][C:21]([C:22]([OH:24])=[O:23])=[CH:20][CH:19]=3)=[O:16])[C:10](=[O:32])[CH:9]=2)[CH:7]=1. (2) The product is: [CH3:12][N:10]([CH3:11])[C:9]1[CH:8]=[CH:7][C:37]([NH:33][C:14](=[O:42])[CH2:13][NH:15][C:28]([C:24]2[C:23]([CH3:31])=[C:22]([CH:20]=[O:21])[NH:26][C:25]=2[CH3:27])=[O:30])=[CH:38][CH:39]=1. Given the reactants Cl.C(N=C=N[CH2:7][CH2:8][CH2:9][N:10]([CH3:12])[CH3:11])C.[CH2:13]([N:15](CC)CC)[CH3:14].[CH:20]([C:22]1[NH:26][C:25]([CH3:27])=[C:24]([C:28]([OH:30])=O)[C:23]=1[CH3:31])=[O:21].O[N:33]1[C:37]2[CH:38]=[CH:39][CH:39]=[CH:38][C:37]=2[N:33]=N1.[OH2:42], predict the reaction product.